From a dataset of Full USPTO retrosynthesis dataset with 1.9M reactions from patents (1976-2016). Predict the reactants needed to synthesize the given product. (1) The reactants are: C([C:3]1[N:8]=[C:7]2[C:9]([C:19](=[O:28])[NH:20][C@H:21]3[CH2:26][CH2:25][CH2:24][CH2:23][C@@H:22]3[OH:27])=[CH:10][N:11]([C:12](OC(C)(C)C)=O)[C:6]2=[CH:5][CH:4]=1)#N.Cl.ClC[C:32]1[CH:37]=[CH:36][N:35]=[CH:34][CH:33]=1.C(=O)([O-])[O-].[Cs+].[Cs+]. Given the product [OH:27][C@H:22]1[CH2:23][CH2:24][CH2:25][CH2:26][C@@H:21]1[NH:20][C:19]([C:9]1[C:7]2=[N:8][CH:3]=[CH:4][CH:5]=[C:6]2[N:11]([CH2:12][C:32]2[CH:37]=[CH:36][N:35]=[CH:34][CH:33]=2)[CH:10]=1)=[O:28], predict the reactants needed to synthesize it. (2) Given the product [C:31]([O:35][C:36]([N:38]1[CH2:39][CH2:40][CH:41]([NH:44][C:45]2[C:50]([NH:51][C:7](=[O:9])[CH2:6][CH:1]3[CH2:2][CH2:3][CH2:4][CH2:5]3)=[CH:49][N:48]=[C:47]3[N:52]([S:55]([C:58]4[CH:63]=[CH:62][CH:61]=[CH:60][CH:59]=4)(=[O:56])=[O:57])[CH:53]=[CH:54][C:46]=23)[CH2:42][CH2:43]1)=[O:37])([CH3:34])([CH3:32])[CH3:33], predict the reactants needed to synthesize it. The reactants are: [CH:1]1([CH2:6][C:7]([OH:9])=O)[CH2:5][CH2:4][CH2:3][CH2:2]1.C(N(C(C)C)CC)(C)C.Cl.CN(C)CCCN=C=NCC.[C:31]([O:35][C:36]([N:38]1[CH2:43][CH2:42][CH:41]([NH:44][C:45]2[C:50]([NH2:51])=[CH:49][N:48]=[C:47]3[N:52]([S:55]([C:58]4[CH:63]=[CH:62][CH:61]=[CH:60][CH:59]=4)(=[O:57])=[O:56])[CH:53]=[CH:54][C:46]=23)[CH2:40][CH2:39]1)=[O:37])([CH3:34])([CH3:33])[CH3:32]. (3) The reactants are: [C:1]([Si:5]([CH3:35])([CH3:34])[O:6][C@@H:7]1[CH2:29][CH2:28][C@@:27]2([CH3:30])[CH:9]([CH2:10][C@@H:11]([OH:33])[C@@H:12]3[C@@H:26]2[CH2:25][C@H:24]([OH:31])[C@@:23]2([CH3:32])[C@H:13]3[CH2:14][CH2:15][C@@H:16]2[C@H:17]([CH3:22])[CH2:18][CH2:19][CH2:20][OH:21])[CH2:8]1)([CH3:4])([CH3:3])[CH3:2].[H-].[Na+].[H-].[CH3:39]I. Given the product [C:1]([Si:5]([CH3:35])([CH3:34])[O:6][C@@H:7]1[CH2:29][CH2:28][C@@:27]2([CH3:30])[CH:9]([CH2:10][C@@H:11]([OH:33])[C@@H:12]3[C@@H:26]2[CH2:25][C@H:24]([OH:31])[C@@:23]2([CH3:32])[C@H:13]3[CH2:14][CH2:15][C@@H:16]2[C@H:17]([CH3:22])[CH2:18][CH2:19][CH2:20][O:21][CH3:39])[CH2:8]1)([CH3:3])([CH3:4])[CH3:2], predict the reactants needed to synthesize it.